The task is: Regression. Given two drug SMILES strings and cell line genomic features, predict the synergy score measuring deviation from expected non-interaction effect.. This data is from NCI-60 drug combinations with 297,098 pairs across 59 cell lines. (1) Drug 1: C1CN(CCN1C(=O)CCBr)C(=O)CCBr. Drug 2: C1CNP(=O)(OC1)N(CCCl)CCCl. Cell line: HCT116. Synergy scores: CSS=34.7, Synergy_ZIP=-7.23, Synergy_Bliss=-11.6, Synergy_Loewe=-21.8, Synergy_HSA=-11.7. (2) Drug 1: CC12CCC3C(C1CCC2O)C(CC4=C3C=CC(=C4)O)CCCCCCCCCS(=O)CCCC(C(F)(F)F)(F)F. Drug 2: B(C(CC(C)C)NC(=O)C(CC1=CC=CC=C1)NC(=O)C2=NC=CN=C2)(O)O. Cell line: SR. Synergy scores: CSS=57.6, Synergy_ZIP=3.37, Synergy_Bliss=6.30, Synergy_Loewe=-20.7, Synergy_HSA=1.70. (3) Drug 1: C1=CN(C(=O)N=C1N)C2C(C(C(O2)CO)O)O.Cl. Drug 2: C(=O)(N)NO. Cell line: CCRF-CEM. Synergy scores: CSS=56.7, Synergy_ZIP=-2.09, Synergy_Bliss=-4.11, Synergy_Loewe=-20.2, Synergy_HSA=-3.89. (4) Drug 2: CC(C)CN1C=NC2=C1C3=CC=CC=C3N=C2N. Cell line: ACHN. Synergy scores: CSS=13.5, Synergy_ZIP=-0.421, Synergy_Bliss=-4.99, Synergy_Loewe=-4.35, Synergy_HSA=-4.33. Drug 1: C1CCC(CC1)NC(=O)N(CCCl)N=O.